This data is from Peptide-MHC class I binding affinity with 185,985 pairs from IEDB/IMGT. The task is: Regression. Given a peptide amino acid sequence and an MHC pseudo amino acid sequence, predict their binding affinity value. This is MHC class I binding data. (1) The MHC is HLA-A31:01 with pseudo-sequence HLA-A31:01. The peptide sequence is IAEFVKENER. The binding affinity (normalized) is 0.313. (2) The peptide sequence is RVRELAVAL. The MHC is HLA-B27:05 with pseudo-sequence HLA-B27:05. The binding affinity (normalized) is 0.157. (3) The peptide sequence is FLPSDYFPSK. The MHC is HLA-A02:01 with pseudo-sequence HLA-A02:01. The binding affinity (normalized) is 0.213.